From a dataset of Reaction yield outcomes from USPTO patents with 853,638 reactions. Predict the reaction yield, written as a fraction of the theoretical maximum amount of product (1.0 means a 100% yield; for example, 0.34 means a 34% yield). (1) The reactants are C([N:8]1[CH2:13][CH2:12][C:11]([C:15]2[C:16]([C:37]3[CH:42]=[CH:41][N:40]=[CH:39][CH:38]=3)=[C:17]([C:30]3[CH:35]=[CH:34][C:33]([F:36])=[CH:32][CH:31]=3)[N:18]([Si:20]([CH:27]([CH3:29])[CH3:28])([CH:24]([CH3:26])[CH3:25])[CH:21]([CH3:23])[CH3:22])[CH:19]=2)([OH:14])[CH2:10][CH2:9]1)C1C=CC=CC=1. The catalyst is [Pd].CO. The product is [F:36][C:33]1[CH:34]=[CH:35][C:30]([C:17]2[N:18]([Si:20]([CH:24]([CH3:26])[CH3:25])([CH:27]([CH3:29])[CH3:28])[CH:21]([CH3:22])[CH3:23])[CH:19]=[C:15]([C:11]3([OH:14])[CH2:10][CH2:9][NH:8][CH2:13][CH2:12]3)[C:16]=2[C:37]2[CH:38]=[CH:39][N:40]=[CH:41][CH:42]=2)=[CH:31][CH:32]=1. The yield is 0.980. (2) The reactants are [C:1]([O:5][C:6]([NH:8][CH:9]([CH2:20][C:21]1[CH:26]=[CH:25][CH:24]=[C:23]([OH:27])[CH:22]=1)[C:10]([O:12][CH2:13][C:14]1[CH:19]=[CH:18][CH:17]=[CH:16][CH:15]=1)=[O:11])=[O:7])([CH3:4])([CH3:3])[CH3:2].C(=O)([O-])[O-].[K+].[K+].[CH2:34](Br)[C:35]1[CH:40]=[CH:39][CH:38]=[CH:37][CH:36]=1. The catalyst is CC(C)=O. The product is [CH2:34]([O:27][C:23]1[CH:22]=[C:21]([CH2:20][CH:9]([NH:8][C:6]([O:5][C:1]([CH3:4])([CH3:2])[CH3:3])=[O:7])[C:10]([O:12][CH2:13][C:14]2[CH:19]=[CH:18][CH:17]=[CH:16][CH:15]=2)=[O:11])[CH:26]=[CH:25][CH:24]=1)[C:35]1[CH:40]=[CH:39][CH:38]=[CH:37][CH:36]=1. The yield is 0.710.